This data is from Reaction yield outcomes from USPTO patents with 853,638 reactions. The task is: Predict the reaction yield, written as a fraction of the theoretical maximum amount of product (1.0 means a 100% yield; for example, 0.34 means a 34% yield). (1) The reactants are [Br:1][C:2]1[CH:7]=[CH:6][C:5]([C:8]2[CH:13]=[CH:12][C:11]([OH:14])=[CH:10][CH:9]=2)=[CH:4][CH:3]=1.I[CH2:16][CH2:17][CH2:18][CH2:19][CH2:20][CH2:21][CH2:22][CH2:23][CH2:24][CH2:25][CH2:26][CH3:27].C([O-])([O-])=O.[K+].[K+].O. The catalyst is CC(=O)CC. The product is [Br:1][C:2]1[CH:3]=[CH:4][C:5]([C:8]2[CH:13]=[CH:12][C:11]([O:14][CH2:27][CH2:26][CH2:25][CH2:24][CH2:23][CH2:22][CH2:21][CH2:20][CH2:19][CH2:18][CH2:17][CH3:16])=[CH:10][CH:9]=2)=[CH:6][CH:7]=1. The yield is 0.950. (2) The reactants are [Cl:1][C:2]1[N:7]=[CH:6][C:5]([C:8]2[NH:12][C:11]3[CH:13]=[CH:14][CH:15]=[C:16]([C:17]([OH:19])=O)[C:10]=3[N:9]=2)=[CH:4][CH:3]=1.[S:20]1[CH:24]=[CH:23][N:22]=[C:21]1[NH2:25].CN(C(ON1N=NC2C=CC=NC1=2)=[N+](C)C)C.F[P-](F)(F)(F)(F)F.CCN(C(C)C)C(C)C. The catalyst is CN(C=O)C.O. The product is [Cl:1][C:2]1[N:7]=[CH:6][C:5]([C:8]2[NH:12][C:11]3[CH:13]=[CH:14][CH:15]=[C:16]([C:17]([NH:25][C:21]4[S:20][CH:24]=[CH:23][N:22]=4)=[O:19])[C:10]=3[N:9]=2)=[CH:4][CH:3]=1. The yield is 0.520.